Dataset: Peptide-MHC class I binding affinity with 185,985 pairs from IEDB/IMGT. Task: Regression. Given a peptide amino acid sequence and an MHC pseudo amino acid sequence, predict their binding affinity value. This is MHC class I binding data. (1) The peptide sequence is NTYLFNILY. The MHC is HLA-A68:01 with pseudo-sequence HLA-A68:01. The binding affinity (normalized) is 0.392. (2) The peptide sequence is LIWTLDANI. The MHC is HLA-A24:02 with pseudo-sequence HLA-A24:02. The binding affinity (normalized) is 0. (3) The peptide sequence is RKAGVNQAK. The MHC is HLA-A03:01 with pseudo-sequence HLA-A03:01. The binding affinity (normalized) is 0.0847. (4) The peptide sequence is HTAAPWGSY. The MHC is HLA-A02:01 with pseudo-sequence HLA-A02:01. The binding affinity (normalized) is 0.0847.